This data is from Reaction yield outcomes from USPTO patents with 853,638 reactions. The task is: Predict the reaction yield, written as a fraction of the theoretical maximum amount of product (1.0 means a 100% yield; for example, 0.34 means a 34% yield). (1) The reactants are [C:1]([C:5]1[CH:6]=[CH:7][C:8]([CH2:12]O)=[C:9]([OH:11])[CH:10]=1)([CH3:4])([CH3:3])[CH3:2]. The catalyst is C(OCC)(=O)C.[Pd]. The product is [C:1]([C:5]1[CH:6]=[CH:7][C:8]([CH3:12])=[C:9]([OH:11])[CH:10]=1)([CH3:4])([CH3:3])[CH3:2]. The yield is 0.970. (2) The reactants are [CH:1]([N:4]1[CH2:9][CH2:8][N:7]([C:10]([C:12]2[CH:13]=[C:14]3[C:18](=[CH:19][CH:20]=2)[NH:17][C:16]([C:21]([N:23]2[CH2:28][CH2:27][N:26](S(C)(=O)=O)[CH2:25][CH2:24]2)=[O:22])=[CH:15]3)=[O:11])[CH2:6][CH2:5]1)([CH3:3])[CH3:2].[CH3:33][CH:34]([CH3:43])[C:35](N1CCNCC1)=[O:36]. No catalyst specified. The product is [CH:1]([N:4]1[CH2:9][CH2:8][N:7]([C:10]([C:12]2[CH:13]=[C:14]3[C:18](=[CH:19][CH:20]=2)[NH:17][C:16]([C:21]([N:23]2[CH2:28][CH2:27][N:26]([C:35](=[O:36])[CH:34]([CH3:43])[CH3:33])[CH2:25][CH2:24]2)=[O:22])=[CH:15]3)=[O:11])[CH2:6][CH2:5]1)([CH3:3])[CH3:2]. The yield is 0.910.